This data is from Forward reaction prediction with 1.9M reactions from USPTO patents (1976-2016). The task is: Predict the product of the given reaction. (1) Given the reactants OC1C=C(C=C(O[C@@H](C)CO)C=1)C(OC)=O.[N:17]1([C:21]([C:23]2[CH:57]=[CH:56][C:26]([O:27][C:28]3[CH:29]=[C:30]([CH:41]=[C:42]([O:44][C@@H:45]([CH3:55])[CH2:46][O:47][Si:48]([C:51]([CH3:54])([CH3:53])[CH3:52])([CH3:50])[CH3:49])[CH:43]=3)[C:31]([NH:33][C:34]3[CH:39]=[N:38][C:37]([CH3:40])=[CH:36][N:35]=3)=[O:32])=[C:25](F)[CH:24]=2)=[O:22])[CH2:20][CH2:19][CH2:18]1.[Cl:59]C1C=C(C=CC=1F)C(N1CCC1)=O, predict the reaction product. The product is: [N:17]1([C:21]([C:23]2[CH:57]=[CH:56][C:26]([O:27][C:28]3[CH:29]=[C:30]([CH:41]=[C:42]([O:44][C@@H:45]([CH3:55])[CH2:46][O:47][Si:48]([C:51]([CH3:54])([CH3:53])[CH3:52])([CH3:50])[CH3:49])[CH:43]=3)[C:31]([NH:33][C:34]3[CH:39]=[N:38][C:37]([CH3:40])=[CH:36][N:35]=3)=[O:32])=[C:25]([Cl:59])[CH:24]=2)=[O:22])[CH2:20][CH2:19][CH2:18]1. (2) Given the reactants [NH2:1][CH2:2][C:3]1[N:8]=[C:7]([C:9]2[S:13][C:12]([N:14]3[CH2:19][CH2:18][O:17][CH2:16][CH2:15]3)=[N:11][C:10]=2[C:20]2[C:21]([F:38])=[C:22]([NH:26][S:27]([C:30]3[CH:35]=[C:34]([F:36])[CH:33]=[CH:32][C:31]=3[F:37])(=[O:29])=[O:28])[CH:23]=[CH:24][CH:25]=2)[CH:6]=[CH:5][N:4]=1.C(N(CC)CC)C.[CH:46]1([C:51](Cl)=[O:52])[CH2:50][CH2:49][CH2:48][CH2:47]1, predict the reaction product. The product is: [F:37][C:31]1[CH:32]=[CH:33][C:34]([F:36])=[CH:35][C:30]=1[S:27]([NH:26][C:22]1[C:21]([F:38])=[C:20]([C:10]2[N:11]=[C:12]([N:14]3[CH2:19][CH2:18][O:17][CH2:16][CH2:15]3)[S:13][C:9]=2[C:7]2[CH:6]=[CH:5][N:4]=[C:3]([CH2:2][NH:1][C:51]([CH:46]3[CH2:50][CH2:49][CH2:48][CH2:47]3)=[O:52])[N:8]=2)[CH:25]=[CH:24][CH:23]=1)(=[O:28])=[O:29].